From a dataset of Forward reaction prediction with 1.9M reactions from USPTO patents (1976-2016). Predict the product of the given reaction. (1) Given the reactants C([O-])=O.[NH4+:4].C[O:6][C:7]([C:9]1[S:10][CH:11]=[CH:12][C:13]=1[NH:14][CH:15]=O)=O, predict the reaction product. The product is: [N:14]1[C:13]2[CH:12]=[CH:11][S:10][C:9]=2[C:7](=[O:6])[NH:4][CH:15]=1. (2) Given the reactants [F:1][C:2]([F:22])([F:21])[C:3]1[CH:8]=[CH:7][C:6]([C:9]2[N:14]=[C:13]([CH:15]([OH:20])[CH2:16][CH2:17][CH2:18][CH3:19])[CH:12]=[CH:11][CH:10]=2)=[CH:5][CH:4]=1.O[C:24]1[C:29]([CH3:30])=[CH:28][C:27](/[CH:31]=[CH:32]/[C:33]([O:35][CH2:36][CH3:37])=[O:34])=[CH:26][C:25]=1[CH3:38].C1CCN(C(N=NC(N2CCCCC2)=O)=O)CC1.CCCCP(CCCC)CCCC, predict the reaction product. The product is: [CH3:38][C:25]1[CH:26]=[C:27](/[CH:31]=[CH:32]/[C:33]([O:35][CH2:36][CH3:37])=[O:34])[CH:28]=[C:29]([CH3:30])[C:24]=1[O:20][CH:15]([C:13]1[CH:12]=[CH:11][CH:10]=[C:9]([C:6]2[CH:5]=[CH:4][C:3]([C:2]([F:21])([F:1])[F:22])=[CH:8][CH:7]=2)[N:14]=1)[CH2:16][CH2:17][CH2:18][CH3:19]. (3) Given the reactants Br[C:2]1[N:6]2[C:7](=[O:22])[CH:8]=[C:9]([O:11][C:12]3[CH:17]=[CH:16][CH:15]=[C:14]([C:18]([F:21])([F:20])[F:19])[CH:13]=3)[N:10]=[C:5]2[S:4][C:3]=1[CH3:23].C(=O)([O-])[O-].[Na+].[Na+].[OH:30][CH2:31][C@@H:32]1[CH2:34][C@H:33]1[B-](F)(F)F.[K+], predict the reaction product. The product is: [OH:30][CH2:31][CH:32]1[CH2:34][CH:33]1[C:2]1[N:6]2[C:7](=[O:22])[CH:8]=[C:9]([O:11][C:12]3[CH:17]=[CH:16][CH:15]=[C:14]([C:18]([F:21])([F:20])[F:19])[CH:13]=3)[N:10]=[C:5]2[S:4][C:3]=1[CH3:23]. (4) Given the reactants [N:1]1[CH:6]=[CH:5][C:4]([C:7]([CH:9]2[CH2:14][CH2:13][CH2:12][CH2:11][N:10]2C(OC(C)(C)C)=O)=[O:8])=[CH:3][CH:2]=1.Cl.CCN(C(C)C)C(C)C.[CH3:32][N:33]1[CH:37]=[C:36]([S:38](Cl)(=[O:40])=[O:39])[N:35]=[CH:34]1, predict the reaction product. The product is: [CH3:32][N:33]1[CH:37]=[C:36]([S:38]([N:12]2[CH2:13][CH2:14][CH:9]([C:7]([C:4]3[CH:3]=[CH:2][CH:1]=[CH:6][N:5]=3)=[O:8])[CH2:10][CH2:11]2)(=[O:40])=[O:39])[N:35]=[CH:34]1. (5) Given the reactants C[O:2][C:3](=[O:34])[C@@H:4]([O:6][C:7]1[CH:16]=[CH:15][C:14]([F:17])=[C:13]2[C:8]=1[C:9]([CH3:33])=[C:10]([CH2:21][C:22]1[CH:27]=[CH:26][C:25]([N:28]3[CH:32]=[CH:31][CH:30]=[N:29]3)=[CH:24][CH:23]=1)[C:11]([CH:18]1[CH2:20][CH2:19]1)=[N:12]2)[CH3:5].[OH-].[Li+].Cl, predict the reaction product. The product is: [CH:18]1([C:11]2[C:10]([CH2:21][C:22]3[CH:23]=[CH:24][C:25]([N:28]4[CH:32]=[CH:31][CH:30]=[N:29]4)=[CH:26][CH:27]=3)=[C:9]([CH3:33])[C:8]3[C:13](=[C:14]([F:17])[CH:15]=[CH:16][C:7]=3[O:6][C@@H:4]([CH3:5])[C:3]([OH:34])=[O:2])[N:12]=2)[CH2:20][CH2:19]1.